From a dataset of Full USPTO retrosynthesis dataset with 1.9M reactions from patents (1976-2016). Predict the reactants needed to synthesize the given product. Given the product [OH:4][CH2:3][CH2:2][NH:1][C:27](=[O:28])[C@@H:26]([NH:25][C:23](=[O:24])[O:22][CH2:15][C:16]1[CH:17]=[CH:18][CH:19]=[CH:20][CH:21]=1)[CH2:30][C:31]1[CH:36]=[CH:35][C:34]([O:37][C:38]([F:40])([F:39])[F:41])=[CH:33][CH:32]=1, predict the reactants needed to synthesize it. The reactants are: [NH2:1][CH2:2][CH2:3][OH:4].P(C#N)(OCC)(OCC)=O.[CH2:15]([O:22][C:23]([NH:25][C@@H:26]([CH2:30][C:31]1[CH:36]=[CH:35][C:34]([O:37][C:38]([F:41])([F:40])[F:39])=[CH:33][CH:32]=1)[C:27](O)=[O:28])=[O:24])[C:16]1[CH:21]=[CH:20][CH:19]=[CH:18][CH:17]=1.C(N(CC)CC)C.